Dataset: Reaction yield outcomes from USPTO patents with 853,638 reactions. Task: Predict the reaction yield, written as a fraction of the theoretical maximum amount of product (1.0 means a 100% yield; for example, 0.34 means a 34% yield). The reactants are [C:1]([C:3]1[CH:8]=[CH:7][CH:6]=[CH:5][C:4]=1[C:9]1[CH:14]=[CH:13][C:12]([CH2:15][CH:16]([C:22](=O)[CH2:23][CH2:24][CH3:25])[C:17](OCC)=[O:18])=[C:11]([F:27])[CH:10]=1)#[N:2].[CH3:28][C:29]1([CH3:42])[CH2:34][CH:33]([NH:35][C:36]2[NH:40][C:39]([CH3:41])=[N:38][N:37]=2)[CH2:32][CH2:31][O:30]1. No catalyst specified. The product is [CH3:28][C:29]1([CH3:42])[CH2:34][CH:33]([N:35]2[C:17](=[O:18])[C:16]([CH2:15][C:12]3[CH:13]=[CH:14][C:9]([C:4]4[C:3]([C:1]#[N:2])=[CH:8][CH:7]=[CH:6][CH:5]=4)=[CH:10][C:11]=3[F:27])=[C:22]([CH2:23][CH2:24][CH3:25])[N:37]3[N:38]=[C:39]([CH3:41])[N:40]=[C:36]23)[CH2:32][CH2:31][O:30]1. The yield is 0.560.